Dataset: Forward reaction prediction with 1.9M reactions from USPTO patents (1976-2016). Task: Predict the product of the given reaction. (1) The product is: [C:26]([O:30][C:31](=[O:43])[NH:32][C:33]1([C:41]#[C:42][C:2]2[CH:3]=[CH:4][C:5]([O:17][CH2:18][CH2:19][CH2:20][CH2:21][CH2:22][CH2:23][CH2:24][CH3:25])=[C:6]([CH2:7][O:8][Si:9]([C:12]([CH3:15])([CH3:14])[CH3:13])([CH3:11])[CH3:10])[CH:16]=2)[CH2:38][O:37][C:36]([CH3:40])([CH3:39])[O:35][CH2:34]1)([CH3:29])([CH3:28])[CH3:27]. Given the reactants Br[C:2]1[CH:3]=[CH:4][C:5]([O:17][CH2:18][CH2:19][CH2:20][CH2:21][CH2:22][CH2:23][CH2:24][CH3:25])=[C:6]([CH:16]=1)[CH2:7][O:8][Si:9]([C:12]([CH3:15])([CH3:14])[CH3:13])([CH3:11])[CH3:10].[C:26]([O:30][C:31](=[O:43])[NH:32][C:33]1([C:41]#[CH:42])[CH2:38][O:37][C:36]([CH3:40])([CH3:39])[O:35][CH2:34]1)([CH3:29])([CH3:28])[CH3:27].C(=O)([O-])[O-].[Cs+].[Cs+], predict the reaction product. (2) Given the reactants C([O-])([O-])=O.[Cs+].[Cs+].[O:7]1[CH2:12][CH2:11][CH2:10][CH2:9][CH:8]1[N:13]1[CH:17]=[C:16]([C:18]2[N:23]=[C:22]3[CH:24]=[CH:25][N:26](S(C4C=CC(C)=CC=4)(=O)=O)[C:21]3=[CH:20][CH:19]=2)[CH:15]=[N:14]1.C(OCC)(=O)C.CCCCCC.O, predict the reaction product. The product is: [O:7]1[CH2:12][CH2:11][CH2:10][CH2:9][CH:8]1[N:13]1[CH:17]=[C:16]([C:18]2[N:23]=[C:22]3[CH:24]=[CH:25][NH:26][C:21]3=[CH:20][CH:19]=2)[CH:15]=[N:14]1. (3) The product is: [CH:1]([N:4]1[C:12]2[C:7](=[CH:8][CH:9]=[CH:10][CH:11]=2)[CH2:6][C:5]1=[O:14])([CH3:3])[CH3:2]. Given the reactants [CH:1]([N:4]1[C:12]2[C:7](=[CH:8][CH:9]=[CH:10][CH:11]=2)[C:6](=O)[C:5]1=[O:14])([CH3:3])[CH3:2], predict the reaction product. (4) Given the reactants C12(COC3C(C4CC4)=CC(C(O)=O)=CN=3)CC3CC(CC(C3)C1)C2.[C:25]12([CH2:35][O:36][C:37]3[C:45]([Cl:46])=[CH:44][C:40]([C:41](O)=[O:42])=[CH:39][C:38]=3[Cl:47])[CH2:34][CH:29]3[CH2:30][CH:31]([CH2:33][CH:27]([CH2:28]3)[CH2:26]1)[CH2:32]2.COC[CH2:51][S:52]([NH2:55])(=[O:54])=[O:53].CS(N)(=O)=O, predict the reaction product. The product is: [C:25]12([CH2:35][O:36][C:37]3[C:45]([Cl:46])=[CH:44][C:40]([C:41]([NH:55][S:52]([CH3:51])(=[O:54])=[O:53])=[O:42])=[CH:39][C:38]=3[Cl:47])[CH2:34][CH:29]3[CH2:30][CH:31]([CH2:33][CH:27]([CH2:28]3)[CH2:26]1)[CH2:32]2.